From a dataset of Forward reaction prediction with 1.9M reactions from USPTO patents (1976-2016). Predict the product of the given reaction. (1) The product is: [C:25]([C@@H:23]([NH:24][C:2]1[C:11]([C:12]([OH:14])=[O:13])=[CH:10][C:9]2[C:4](=[CH:5][CH:6]=[C:7]([Cl:15])[CH:8]=2)[N:3]=1)[CH2:22][C:21]1[CH:28]=[CH:29][C:18]([O:17][CH3:16])=[CH:19][CH:20]=1)([OH:27])=[O:26]. Given the reactants Cl[C:2]1[C:11]([C:12]([OH:14])=[O:13])=[CH:10][C:9]2[C:4](=[CH:5][CH:6]=[C:7]([Cl:15])[CH:8]=2)[N:3]=1.[CH3:16][O:17][C:18]1[CH:29]=[CH:28][C:21]([CH2:22][C@@H:23]([C:25]([OH:27])=[O:26])[NH2:24])=[CH:20][CH:19]=1, predict the reaction product. (2) Given the reactants C[O:2][CH:3]1[C:11]2[C:6](=[CH:7][CH:8]=[CH:9][C:10]=2[N+:12]([O-:14])=[O:13])[C:5](=[O:15])[O:4]1.Cl, predict the reaction product. The product is: [OH:2][CH:3]1[C:11]2[C:6](=[CH:7][CH:8]=[CH:9][C:10]=2[N+:12]([O-:14])=[O:13])[C:5](=[O:15])[O:4]1. (3) Given the reactants [C:1]([O:5][C:6](=[O:14])[NH:7][CH:8]1[CH2:13][CH2:12][NH:11][CH2:10][CH2:9]1)([CH3:4])([CH3:3])[CH3:2].Cl[C:16]1[N:20]([CH3:21])[N:19]=[N:18][N:17]=1.C(N(CC)CC)C.C(O)CCC, predict the reaction product. The product is: [C:1]([O:5][C:6](=[O:14])[NH:7][CH:8]1[CH2:13][CH2:12][N:11]([C:16]2[N:20]([CH3:21])[N:19]=[N:18][N:17]=2)[CH2:10][CH2:9]1)([CH3:4])([CH3:2])[CH3:3]. (4) Given the reactants [CH:1]1[C:13]2[CH:12]([CH2:14][O:15][C:16]([N:18]3[CH2:22][CH2:21][CH:20]([CH:23]([NH:27]C(OC(C)(C)C)=O)[C:24]([OH:26])=[O:25])[CH2:19]3)=[O:17])[C:11]3[C:6](=[CH:7][CH:8]=[CH:9][CH:10]=3)[C:5]=2[CH:4]=[CH:3][CH:2]=1.[CH3:35]OC(OC)(C)C, predict the reaction product. The product is: [CH:10]1[C:11]2[CH:12]([CH2:14][O:15][C:16]([N:18]3[CH2:22][CH2:21][CH:20]([CH:23]([NH2:27])[C:24]([O:26][CH3:35])=[O:25])[CH2:19]3)=[O:17])[C:13]3[C:5](=[CH:4][CH:3]=[CH:2][CH:1]=3)[C:6]=2[CH:7]=[CH:8][CH:9]=1. (5) The product is: [Cl:1][C:2]1[CH:3]=[CH:4][C:5]([C:8]2[CH:9]=[N:10][CH:11]=[C:12]3[C:17]=2[N:16]=[C:15]([C:18]([N:57]2[CH2:56][CH2:55][N:54]([C:60]([O:62][C:63]([CH3:66])([CH3:65])[CH3:64])=[O:61])[CH2:59][CH2:58]2)=[O:20])[CH:14]=[CH:13]3)=[CH:6][CH:7]=1. Given the reactants [Cl:1][C:2]1[CH:7]=[CH:6][C:5]([C:8]2[CH:9]=[N:10][CH:11]=[C:12]3[C:17]=2[N:16]=[C:15]([C:18]([OH:20])=O)[CH:14]=[CH:13]3)=[CH:4][CH:3]=1.C(N(CC)C(C)C)(C)C.F[P-](F)(F)(F)(F)F.N1(OC(N(C)C)=[N+](C)C)C2N=CC=CC=2N=N1.[N:54]1([C:60]([O:62][C:63]([CH3:66])([CH3:65])[CH3:64])=[O:61])[CH2:59][CH2:58][NH:57][CH2:56][CH2:55]1, predict the reaction product. (6) Given the reactants [C:1]([C:3]1[C:12](=[O:13])[C:11]2[C:6](=[CH:7][CH:8]=[C:9]([C:14]([OH:16])=[O:15])[CH:10]=2)[NH:5][CH:4]=1)#[N:2].[F:17][C:18]1[CH:25]=[C:24]([C:26]([F:29])([F:28])[F:27])[CH:23]=[CH:22][C:19]=1[CH2:20]Cl, predict the reaction product. The product is: [C:1]([C:3]1[C:12](=[O:13])[C:11]2[C:6](=[CH:7][CH:8]=[C:9]([C:14]([OH:16])=[O:15])[CH:10]=2)[N:5]([CH2:20][C:19]2[CH:22]=[CH:23][C:24]([C:26]([F:27])([F:29])[F:28])=[CH:25][C:18]=2[F:17])[CH:4]=1)#[N:2].